This data is from Reaction yield outcomes from USPTO patents with 853,638 reactions. The task is: Predict the reaction yield, written as a fraction of the theoretical maximum amount of product (1.0 means a 100% yield; for example, 0.34 means a 34% yield). The reactants are [C:1]([C:5]1[CH:13]=[C:12]2[C:8]([CH2:9][CH:10]([CH3:15])[C:11]2=O)=[C:7]([C:16]2[CH:21]=[CH:20][CH:19]=[CH:18][CH:17]=2)[C:6]=1[O:22][CH3:23])([CH3:4])([CH3:3])[CH3:2].[BH4-].[Na+].CO.Cl. The catalyst is C1COCC1.O. The product is [C:1]([C:5]1[CH:13]=[C:12]2[C:8](=[C:7]([C:16]3[CH:21]=[CH:20][CH:19]=[CH:18][CH:17]=3)[C:6]=1[O:22][CH3:23])[CH2:9][C:10]([CH3:15])=[CH:11]2)([CH3:4])([CH3:2])[CH3:3]. The yield is 0.990.